Dataset: NCI-60 drug combinations with 297,098 pairs across 59 cell lines. Task: Regression. Given two drug SMILES strings and cell line genomic features, predict the synergy score measuring deviation from expected non-interaction effect. (1) Drug 1: CN(CC1=CN=C2C(=N1)C(=NC(=N2)N)N)C3=CC=C(C=C3)C(=O)NC(CCC(=O)O)C(=O)O. Drug 2: C1C(C(OC1N2C=NC3=C(N=C(N=C32)Cl)N)CO)O. Cell line: NCI/ADR-RES. Synergy scores: CSS=26.0, Synergy_ZIP=-3.65, Synergy_Bliss=-7.92, Synergy_Loewe=-6.16, Synergy_HSA=-5.26. (2) Drug 1: CN(C)C1=NC(=NC(=N1)N(C)C)N(C)C. Drug 2: CC1CCC2CC(C(=CC=CC=CC(CC(C(=O)C(C(C(=CC(C(=O)CC(OC(=O)C3CCCCN3C(=O)C(=O)C1(O2)O)C(C)CC4CCC(C(C4)OC)OCCO)C)C)O)OC)C)C)C)OC. Cell line: NCIH23. Synergy scores: CSS=18.5, Synergy_ZIP=3.05, Synergy_Bliss=3.33, Synergy_Loewe=-6.56, Synergy_HSA=2.99. (3) Drug 1: C1=CC=C(C(=C1)C(C2=CC=C(C=C2)Cl)C(Cl)Cl)Cl. Drug 2: CC1C(C(CC(O1)OC2CC(CC3=C2C(=C4C(=C3O)C(=O)C5=C(C4=O)C(=CC=C5)OC)O)(C(=O)CO)O)N)O.Cl. Cell line: COLO 205. Synergy scores: CSS=58.4, Synergy_ZIP=-1.21, Synergy_Bliss=-1.07, Synergy_Loewe=-19.2, Synergy_HSA=2.43. (4) Drug 1: CC1=C(C=C(C=C1)NC(=O)C2=CC=C(C=C2)CN3CCN(CC3)C)NC4=NC=CC(=N4)C5=CN=CC=C5. Drug 2: C1=CC=C(C=C1)NC(=O)CCCCCCC(=O)NO. Cell line: SNB-75. Synergy scores: CSS=3.08, Synergy_ZIP=-2.74, Synergy_Bliss=-4.19, Synergy_Loewe=-9.25, Synergy_HSA=-3.96. (5) Drug 1: CC(CN1CC(=O)NC(=O)C1)N2CC(=O)NC(=O)C2. Drug 2: CCCS(=O)(=O)NC1=C(C(=C(C=C1)F)C(=O)C2=CNC3=C2C=C(C=N3)C4=CC=C(C=C4)Cl)F. Cell line: A498. Synergy scores: CSS=16.5, Synergy_ZIP=-5.18, Synergy_Bliss=-2.04, Synergy_Loewe=-1.81, Synergy_HSA=-1.44. (6) Drug 1: C1=CC(=CC=C1C#N)C(C2=CC=C(C=C2)C#N)N3C=NC=N3. Drug 2: CCC1(CC2CC(C3=C(CCN(C2)C1)C4=CC=CC=C4N3)(C5=C(C=C6C(=C5)C78CCN9C7C(C=CC9)(C(C(C8N6C)(C(=O)OC)O)OC(=O)C)CC)OC)C(=O)OC)O.OS(=O)(=O)O. Cell line: PC-3. Synergy scores: CSS=-1.40, Synergy_ZIP=0.238, Synergy_Bliss=-1.91, Synergy_Loewe=-3.09, Synergy_HSA=-4.13. (7) Drug 1: CCC1=CC2CC(C3=C(CN(C2)C1)C4=CC=CC=C4N3)(C5=C(C=C6C(=C5)C78CCN9C7C(C=CC9)(C(C(C8N6C)(C(=O)OC)O)OC(=O)C)CC)OC)C(=O)OC.C(C(C(=O)O)O)(C(=O)O)O. Drug 2: CC(CN1CC(=O)NC(=O)C1)N2CC(=O)NC(=O)C2. Cell line: SK-MEL-2. Synergy scores: CSS=47.4, Synergy_ZIP=-9.35, Synergy_Bliss=-5.47, Synergy_Loewe=-26.5, Synergy_HSA=-2.96. (8) Drug 1: CC(CN1CC(=O)NC(=O)C1)N2CC(=O)NC(=O)C2. Drug 2: C1CC(=O)NC(=O)C1N2C(=O)C3=CC=CC=C3C2=O. Cell line: SR. Synergy scores: CSS=53.2, Synergy_ZIP=-1.51, Synergy_Bliss=-1.79, Synergy_Loewe=-9.16, Synergy_HSA=-0.964.